This data is from Forward reaction prediction with 1.9M reactions from USPTO patents (1976-2016). The task is: Predict the product of the given reaction. (1) Given the reactants C1C2C(COC([NH:18][C@@H:19]([CH:22]3[CH2:27][CH2:26][N:25]([C:28]([O:30][C:31]([CH3:34])([CH3:33])[CH3:32])=[O:29])[CH2:24][CH2:23]3)[CH2:20][OH:21])=O)C3C(=CC=CC=3)C=2C=CC=1.N1CCCCC1, predict the reaction product. The product is: [NH2:18][C@@H:19]([CH:22]1[CH2:23][CH2:24][N:25]([C:28]([O:30][C:31]([CH3:34])([CH3:33])[CH3:32])=[O:29])[CH2:26][CH2:27]1)[CH2:20][OH:21]. (2) Given the reactants [CH3:1][C:2]1([CH3:24])[CH2:11][CH2:10][C:9]2[C:4](=[CH:5][CH:6]=[C:7]([S:12]([NH:15][CH2:16][C:17]([O:19]C(C)(C)C)=[O:18])(=[O:14])=[O:13])[CH:8]=2)[O:3]1.BrC[C:27]1[CH:28]=[C:29]([C:33]2[CH:38]=[CH:37][CH:36]=[CH:35][CH:34]=2)[CH:30]=[CH:31][CH:32]=1.[CH3:39]CN(P1(N(C)CCCN1C)=NC(C)(C)C)CC, predict the reaction product. The product is: [C:33]1([C:29]2[CH:28]=[CH:27][CH:32]=[CH:31][CH:30]=2)[CH:34]=[CH:35][C:36]([CH2:39][N:15]([CH2:16][C:17]([OH:19])=[O:18])[S:12]([C:7]2[CH:8]=[C:9]3[C:4](=[CH:5][CH:6]=2)[O:3][C:2]([CH3:1])([CH3:24])[CH2:11][CH2:10]3)(=[O:13])=[O:14])=[CH:37][CH:38]=1. (3) Given the reactants [F:1][CH:2]([F:28])[C:3]1[CH:4]=[C:5]([N:9]2[C:14]3[CH2:15][CH2:16][C:17](=[O:18])[C:13]=3[CH:12]([C:19]3[CH:26]=[CH:25][C:22]([C:23]#[N:24])=[CH:21][CH:20]=3)[NH:11][C:10]2=[O:27])[CH:6]=[CH:7][CH:8]=1.[H-].[Na+].[CH3:31][S:32](Cl)(=[O:34])=[O:33], predict the reaction product. The product is: [F:28][CH:2]([F:1])[C:3]1[CH:4]=[C:5]([N:9]2[C:14]3[CH2:15][CH2:16][C:17](=[O:18])[C:13]=3[CH:12]([C:19]3[CH:20]=[CH:21][C:22]([C:23]#[N:24])=[CH:25][CH:26]=3)[N:11]([S:32]([CH3:31])(=[O:34])=[O:33])[C:10]2=[O:27])[CH:6]=[CH:7][CH:8]=1. (4) Given the reactants [C:1]1([C:7]#[C:8][C:9]2[S:13][C:12]([C:14](=[O:16])[CH3:15])=[CH:11][CH:10]=2)[CH:6]=[CH:5][CH:4]=[CH:3][CH:2]=1, predict the reaction product. The product is: [CH2:8]([C:9]1[S:13][C:12]([C:14](=[O:16])[CH3:15])=[CH:11][CH:10]=1)[CH2:7][C:1]1[CH:2]=[CH:3][CH:4]=[CH:5][CH:6]=1. (5) Given the reactants [Cl:1][C:2]1[N:7]=[C:6](Cl)[CH:5]=[C:4]([CH:9]2[CH2:14][CH2:13][CH2:12][CH2:11][CH2:10]2)[N:3]=1.[NH:15]1[CH2:19][CH2:18][C@@H:17]([NH:20][C:21](=[O:27])[O:22][C:23]([CH3:26])([CH3:25])[CH3:24])[CH2:16]1.C(N(CC)CC)C, predict the reaction product. The product is: [Cl:1][C:2]1[N:7]=[C:6]([N:15]2[CH2:19][CH2:18][C@@H:17]([NH:20][C:21](=[O:27])[O:22][C:23]([CH3:25])([CH3:24])[CH3:26])[CH2:16]2)[CH:5]=[C:4]([CH:9]2[CH2:14][CH2:13][CH2:12][CH2:11][CH2:10]2)[N:3]=1.